This data is from Full USPTO retrosynthesis dataset with 1.9M reactions from patents (1976-2016). The task is: Predict the reactants needed to synthesize the given product. (1) Given the product [C:56]([O:60][C:61]([N:63]1[CH2:67][CH2:66][CH2:65][C@@H:64]1[CH2:68][N:69]([CH2:70][C:71]1[CH:76]=[CH:75][C:74]([F:77])=[CH:73][CH:72]=1)[CH2:54][C:21]1[CH:22]=[C:23]([C:26]2[CH:53]=[CH:52][C:29]3[N:30]([C:33]([C:46]4[CH:47]=[CH:48][CH:49]=[CH:50][CH:51]=4)([C:40]4[CH:45]=[CH:44][CH:43]=[CH:42][CH:41]=4)[C:34]4[CH:39]=[CH:38][CH:37]=[CH:36][CH:35]=4)[N:31]=[N:32][C:28]=3[CH:27]=2)[CH:24]=[CH:25][C:20]=1[F:19])=[O:62])([CH3:59])([CH3:57])[CH3:58], predict the reactants needed to synthesize it. The reactants are: C(O[BH-](OC(=O)C)OC(=O)C)(=O)C.[Na+].C(O)(=O)C.[F:19][C:20]1[CH:25]=[CH:24][C:23]([C:26]2[CH:53]=[CH:52][C:29]3[N:30]([C:33]([C:46]4[CH:51]=[CH:50][CH:49]=[CH:48][CH:47]=4)([C:40]4[CH:45]=[CH:44][CH:43]=[CH:42][CH:41]=4)[C:34]4[CH:39]=[CH:38][CH:37]=[CH:36][CH:35]=4)[N:31]=[N:32][C:28]=3[CH:27]=2)=[CH:22][C:21]=1[CH:54]=O.[C:56]([O:60][C:61]([N:63]1[CH2:67][CH2:66][CH2:65][C@@H:64]1[CH2:68][NH:69][CH2:70][C:71]1[CH:76]=[CH:75][C:74]([F:77])=[CH:73][CH:72]=1)=[O:62])([CH3:59])([CH3:58])[CH3:57]. (2) Given the product [Br:12][C:6]1[CH:5]=[C:4]([CH:3]=[O:2])[CH:9]=[N:8][C:7]=1[CH2:10][OH:11], predict the reactants needed to synthesize it. The reactants are: C[O:2][CH:3](OC)[C:4]1[CH:5]=[C:6]([Br:12])[C:7]([CH2:10][OH:11])=[N:8][CH:9]=1.Cl.[OH-].[Na+]. (3) Given the product [CH:8]1([CH2:11][CH2:12][O:13][C:14]2[N:22]=[C:21]3[C:17]([N:18]=[C:19]([O:23][CH3:24])[N:20]3[CH2:33][CH:34]3[CH2:39][CH2:38][O:37][CH2:36][CH2:35]3)=[C:16]([NH2:25])[N:15]=2)[CH2:10][CH2:9]1, predict the reactants needed to synthesize it. The reactants are: FC(F)(F)C(O)=O.[CH:8]1([CH2:11][CH2:12][O:13][C:14]2[N:22]=[C:21]3[C:17]([N:18]=[C:19]([O:23][CH3:24])[NH:20]3)=[C:16]([NH2:25])[N:15]=2)[CH2:10][CH2:9]1.C(=O)([O-])[O-].[K+].[K+].Br[CH2:33][CH:34]1[CH2:39][CH2:38][O:37][CH2:36][CH2:35]1. (4) The reactants are: [NH2:1][C:2]1[CH:7]=[CH:6][CH:5]=[CH:4][CH:3]=1.[N:8]([O-])=O.[Na+].[Cl:12][C:13]1[S:14][C:15]([CH2:25][N:26]2[CH2:31][CH2:30][O:29][CH2:28][CH2:27]2)=[CH:16][C:17]=1[C:18](=[O:24])[CH2:19][C:20]([O:22][CH3:23])=[O:21]. Given the product [Cl:12][C:13]1[S:14][C:15]([CH2:25][N:26]2[CH2:31][CH2:30][O:29][CH2:28][CH2:27]2)=[CH:16][C:17]=1[C:18](=[O:24])/[C:19](=[N:8]/[NH:1][C:2]1[CH:7]=[CH:6][CH:5]=[CH:4][CH:3]=1)/[C:20]([O:22][CH3:23])=[O:21], predict the reactants needed to synthesize it. (5) Given the product [C:1]([N:6]1[CH2:10][CH2:9][C@H:8]([NH:11][C:12](=[O:18])[O:13][C:14]([CH3:16])([CH3:15])[CH3:17])[CH2:7]1)(=[O:4])[CH2:2][CH3:3], predict the reactants needed to synthesize it. The reactants are: [C:1](Cl)(=[O:4])[CH2:2][CH3:3].[NH:6]1[CH2:10][CH2:9][C@H:8]([NH:11][C:12](=[O:18])[O:13][C:14]([CH3:17])([CH3:16])[CH3:15])[CH2:7]1.C(N(CC)CC)C.O. (6) Given the product [C:31]([Si:35]([CH3:38])([CH3:37])[O:16][CH2:15][CH2:14][CH2:13][CH2:12][CH2:11][CH2:10][CH2:9][CH2:8][O:7][C:6]1[CH:17]=[CH:18][C:19]([C:20]2[CH:21]=[CH:22][CH:23]=[CH:24][CH:25]=2)=[C:4]([N+:1]([O-:3])=[O:2])[CH:5]=1)([CH3:34])([CH3:33])[CH3:32], predict the reactants needed to synthesize it. The reactants are: [N+:1]([C:4]1[CH:5]=[C:6]([CH:17]=[CH:18][C:19]=1[C:20]1[CH:25]=[CH:24][CH:23]=[CH:22][CH:21]=1)[O:7][CH2:8][CH2:9][CH2:10][CH2:11][CH2:12][CH2:13][CH2:14][CH2:15][OH:16])([O-:3])=[O:2].N1C=CN=C1.[C:31]([Si:35]([CH3:38])([CH3:37])Cl)([CH3:34])([CH3:33])[CH3:32]. (7) Given the product [C:13]([C:12]1[O:17][C:7](=[O:9])[C:6]2[CH:10]=[C:2]([I:1])[CH:3]=[CH:4][C:5]=2[N:11]=1)([CH3:14])([CH3:15])[CH3:16], predict the reactants needed to synthesize it. The reactants are: [I:1][C:2]1[CH:3]=[CH:4][C:5]([NH:11][C:12](=[O:17])[C:13]([CH3:16])([CH3:15])[CH3:14])=[C:6]([CH:10]=1)[C:7]([OH:9])=O. (8) Given the product [CH3:18][C:7]1[C:6]([C:4]([O:3][CH2:1][CH3:2])=[O:5])=[C:14]2[CH:13]=[CH:12][CH:11]=[N:10][N:9]2[C:8]=1[C:15]([N:28]1[CH2:33][CH2:32][O:31][CH2:30][CH2:29]1)=[O:17], predict the reactants needed to synthesize it. The reactants are: [CH2:1]([O:3][C:4]([C:6]1[C:7]([CH3:18])=[C:8]([C:15]([OH:17])=O)[N:9]2[C:14]=1[CH:13]=[CH:12][CH:11]=[N:10]2)=[O:5])[CH3:2].C(N(CC)C(C)C)(C)C.[NH:28]1[CH2:33][CH2:32][O:31][CH2:30][CH2:29]1. (9) Given the product [OH:38][CH2:37][CH2:36][NH:35][C:26](=[O:27])[C:25]1[CH:31]=[CH:32][CH:33]=[C:23]([C:22]2[C:16]3[S:15][C:14]([CH2:13][C:8]4[CH:9]=[CH:10][C:11](=[O:12])[N:6]([CH:4]([CH3:5])[CH3:3])[CH:7]=4)=[CH:18][C:17]=3[CH:19]=[CH:20][CH:21]=2)[CH:24]=1, predict the reactants needed to synthesize it. The reactants are: [OH-].[Na+].[CH3:3][CH:4]([N:6]1[C:11](=[O:12])[CH:10]=[CH:9][C:8]([CH2:13][C:14]2[S:15][C:16]3[C:22]([C:23]4[CH:24]=[C:25]([CH:31]=[CH:32][CH:33]=4)[C:26](OCC)=[O:27])=[CH:21][CH:20]=[CH:19][C:17]=3[CH:18]=2)=[CH:7]1)[CH3:5].Cl.[NH2:35][CH2:36][CH2:37][OH:38].CCN=C=NCCCN(C)C.C1C=CC2N(O)N=NC=2C=1. (10) Given the product [F:1][C:2]1[CH:3]=[C:4]([CH2:8][NH:9][C:10]([C:12]2[C:13]([CH2:27][OH:28])=[N:14][C:15]3[C:20]([C:21]=2[CH3:22])=[CH:19][CH:18]=[C:17]([C:23]([F:24])([F:25])[F:26])[CH:16]=3)=[O:11])[CH:5]=[CH:6][CH:7]=1, predict the reactants needed to synthesize it. The reactants are: [F:1][C:2]1[CH:3]=[C:4]([CH2:8][NH:9][C:10]([C:12]2[C:13]([CH2:27][O:28]C)=[N:14][C:15]3[C:20]([C:21]=2[CH3:22])=[CH:19][CH:18]=[C:17]([C:23]([F:26])([F:25])[F:24])[CH:16]=3)=[O:11])[CH:5]=[CH:6][CH:7]=1.B(Br)(Br)Br.CCOC(C)=O.CCCCCC.CCOC(C)=O.C(Cl)Cl.